Dataset: Full USPTO retrosynthesis dataset with 1.9M reactions from patents (1976-2016). Task: Predict the reactants needed to synthesize the given product. (1) Given the product [Cl:11][C:12]1[CH:13]=[C:14]([CH2:15][OH:16])[CH:19]=[CH:20][C:21]=1[NH:22][NH2:23], predict the reactants needed to synthesize it. The reactants are: [H-].C([Al+]CC(C)C)C(C)C.[Cl:11][C:12]1[CH:13]=[C:14]([CH:19]=[CH:20][C:21]=1[NH:22][NH2:23])[C:15](OC)=[O:16].O. (2) Given the product [N:40]1[CH:39]=[C:38]([C:36]#[C:37][C:2]2[CH:3]=[C:4]([CH:24]=[CH:25][C:26]=2[CH3:27])[C:5]([NH:7][C:8]2[CH:13]=[C:12]([C:14]([F:16])([F:17])[F:15])[CH:11]=[C:10]([N:18]3[CH2:22][CH:21]([CH3:23])[N:20]=[CH:19]3)[CH:9]=2)=[O:6])[N:42]2[CH:43]=[CH:44][CH:45]=[CH:46][C:41]=12, predict the reactants needed to synthesize it. The reactants are: I[C:2]1[CH:3]=[C:4]([CH:24]=[CH:25][C:26]=1[CH3:27])[C:5]([NH:7][C:8]1[CH:13]=[C:12]([C:14]([F:17])([F:16])[F:15])[CH:11]=[C:10]([N:18]2[CH:22]=[C:21]([CH3:23])[N:20]=[CH:19]2)[CH:9]=1)=[O:6].C(N(CC)C(C)C)C.[C:36]([C:38]1[N:42]2[CH:43]=[CH:44][CH:45]=[CH:46][C:41]2=[N:40][CH:39]=1)#[CH:37]. (3) Given the product [Br:1][C:2]1[S:3][C:4]([CH:19]=[O:20])=[CH:5][C:6]=1[CH3:7], predict the reactants needed to synthesize it. The reactants are: [Br:1][C:2]1[S:3][CH:4]=[CH:5][C:6]=1[CH3:7].[Li+].CC([N-]C(C)C)C.CN([CH:19]=[O:20])C.O. (4) Given the product [NH:1]1[C:9]2[C:4](=[C:5]([C:10]3[N:11]=[C:12]([N:22]4[CH2:23][CH2:24][O:25][CH2:26][CH2:27]4)[C:13]4[O:21][C:19]([C:37]5[CH:38]=[C:33]([NH:32][S:29]([CH3:28])(=[O:30])=[O:31])[CH:34]=[CH:35][CH:36]=5)=[CH:17][C:18]=4[N:15]=3)[CH:6]=[CH:7][CH:8]=2)[CH:3]=[N:2]1, predict the reactants needed to synthesize it. The reactants are: [NH:1]1[C:9]2[C:4](=[C:5]([C:10]3[N:11]=[C:12]([N:22]4[CH2:27][CH2:26][O:25][CH2:24][CH2:23]4)[C:13]4[CH:18]=[C:17]([C:19]([OH:21])=O)SC=4[N:15]=3)[CH:6]=[CH:7][CH:8]=2)[CH:3]=[N:2]1.[CH3:28][S:29]([NH:32][C:33]1[CH:34]=[C:35](B(O)O)[CH:36]=[CH:37][CH:38]=1)(=[O:31])=[O:30]. (5) Given the product [F:32][C:11]1[CH:10]=[C:9]([O:8][C:6]2[CH:5]=[CH:4][N:3]=[C:2]([NH:37][C:33](=[O:36])[CH2:34][CH3:35])[CH:7]=2)[C:14]([F:15])=[CH:13][C:12]=1[NH:16][C:17]([C:19]1([C:22]([NH:24][C:25]2[CH:30]=[CH:29][C:28]([F:31])=[CH:27][CH:26]=2)=[O:23])[CH2:21][CH2:20]1)=[O:18], predict the reactants needed to synthesize it. The reactants are: Cl[C:2]1[CH:7]=[C:6]([O:8][C:9]2[C:14]([F:15])=[CH:13][C:12]([NH:16][C:17]([C:19]3([C:22]([NH:24][C:25]4[CH:30]=[CH:29][C:28]([F:31])=[CH:27][CH:26]=4)=[O:23])[CH2:21][CH2:20]3)=[O:18])=[C:11]([F:32])[CH:10]=2)[CH:5]=[CH:4][N:3]=1.[C:33]([NH2:37])(=[O:36])[CH2:34][CH3:35].CC1(C)C2C(=C(P(C3C=CC=CC=3)C3C=CC=CC=3)C=CC=2)OC2C(P(C3C=CC=CC=3)C3C=CC=CC=3)=CC=CC1=2.C(=O)([O-])[O-].[Cs+].[Cs+]. (6) Given the product [Cl:14][C:12]1[CH:13]=[CH:8][C:9]2[NH:15][C:6]([C:4]([OH:3])=[O:5])=[CH:7][C:10]=2[N:11]=1, predict the reactants needed to synthesize it. The reactants are: C([O:3][C:4]([C:6]1[NH:15][C:9]2=[CH:10][N:11]=[C:12]([Cl:14])[CH:13]=[C:8]2[CH:7]=1)=[O:5])C.[OH-].[Na+]. (7) The reactants are: [CH3:1][O:2][CH:3]1[CH2:8][CH2:7][N:6]([CH2:9][CH2:10][CH2:11][NH:12][C:13]2[N:14]=[N+:15]([O-:26])[C:16]3[CH:25]=[C:24]4[C:20]([CH2:21][CH2:22][CH2:23]4)=[CH:19][C:17]=3[N:18]=2)[CH2:5][CH2:4]1.CO.CC[O:31]C(C)=O. Given the product [CH3:1][O:2][CH:3]1[CH2:8][CH2:7][N:6]([CH2:9][CH2:10][CH2:11][NH:12][C:13]2[N:14]=[N+:15]([O-:26])[C:16]3[CH:25]=[C:24]4[C:20]([CH2:21][CH2:22][CH2:23]4)=[CH:19][C:17]=3[N+:18]=2[O-:31])[CH2:5][CH2:4]1, predict the reactants needed to synthesize it. (8) Given the product [Br:27][C:24]1[CH:25]=[CH:26][C:21]([CH2:20][N:12]2[C:5]3=[N:6][C:7]([C:10]#[N:11])=[CH:8][CH:9]=[C:4]3[N:3]=[C:2]2[CH3:1])=[C:22]([Cl:28])[CH:23]=1.[Br:27][C:24]1[CH:25]=[CH:26][C:21]([CH2:20][N:3]2[C:4]3[C:5](=[N:6][C:7]([C:10]#[N:11])=[CH:8][CH:9]=3)[N:12]=[C:2]2[CH3:1])=[C:22]([Cl:28])[CH:23]=1, predict the reactants needed to synthesize it. The reactants are: [CH3:1][C:2]1[N:12]=[C:5]2[NH:6][C:7]([C:10]#[N:11])=[CH:8][CH:9]=[C:4]2[N:3]=1.[H-].[Na+].CS(O[CH2:20][C:21]1[CH:26]=[CH:25][C:24]([Br:27])=[CH:23][C:22]=1[Cl:28])(=O)=O.O.